From a dataset of Forward reaction prediction with 1.9M reactions from USPTO patents (1976-2016). Predict the product of the given reaction. Given the reactants O[CH2:2][C:3]1[CH:4]=[C:5]([C:14]([O:16][CH2:17][CH3:18])=[O:15])[CH:6]=[C:7]([CH:13]=1)[C:8]([O:10][CH2:11][CH3:12])=[O:9].P(Br)(Br)[Br:20].C(Cl)Cl, predict the reaction product. The product is: [Br:20][CH2:2][C:3]1[CH:4]=[C:5]([C:14]([O:16][CH2:17][CH3:18])=[O:15])[CH:6]=[C:7]([CH:13]=1)[C:8]([O:10][CH2:11][CH3:12])=[O:9].